This data is from Blood-brain barrier permeability classification from the B3DB database. The task is: Regression/Classification. Given a drug SMILES string, predict its absorption, distribution, metabolism, or excretion properties. Task type varies by dataset: regression for continuous measurements (e.g., permeability, clearance, half-life) or binary classification for categorical outcomes (e.g., BBB penetration, CYP inhibition). Dataset: b3db_classification. (1) The drug is Oc1ccc2c(c1)C13CCCCC1(O)C(C2)N(CC1CC1)CC3. The result is 1 (penetrates BBB). (2) The molecule is Cn1c(=O)c2c(ncn2CCCNC[C@@H](O)c2cc(O)cc(O)c2)n(C)c1=O. The result is 1 (penetrates BBB). (3) The drug is CCN1CC[C@H](CNC(=O)c2cc(S(N)(=O)=O)ccc2OC)C1. The result is 1 (penetrates BBB). (4) The molecule is OC(c1ccccc1)(c1ccccc1)[C@@H]1CCCCN1. The result is 1 (penetrates BBB). (5) The drug is CC(C)=CCN1CC[C@]2(C)c3cc(O)ccc3C[C@@H]1[C@H]2C. The result is 1 (penetrates BBB). (6) The result is 0 (does not penetrate BBB). The compound is CN1Cc2c(-c3noc(C(C)(C)O)n3)ncn2-c2cccc(Cl)c2C1=O.